This data is from Reaction yield outcomes from USPTO patents with 853,638 reactions. The task is: Predict the reaction yield, written as a fraction of the theoretical maximum amount of product (1.0 means a 100% yield; for example, 0.34 means a 34% yield). The product is [CH2:3]([O:8][CH:7]([O:17][CH2:13][CH2:14][CH2:15][CH3:16])[C:6]1[CH:9]=[C:2]([F:1])[CH:3]=[CH:4][C:5]=1[N+:10]([O-:12])=[O:11])[CH2:2][CH2:9][CH3:6]. The reactants are [F:1][C:2]1[CH:3]=[CH:4][C:5]([N+:10]([O-:12])=[O:11])=[C:6]([CH:9]=1)[CH:7]=[O:8].[CH2:13]([OH:17])[CH2:14][CH2:15][CH3:16]. The catalyst is C1(C)C=CC=CC=1.O.C1(C)C=CC(S(O)(=O)=O)=CC=1. The yield is 0.950.